Task: Regression. Given a peptide amino acid sequence and an MHC pseudo amino acid sequence, predict their binding affinity value. This is MHC class II binding data.. Dataset: Peptide-MHC class II binding affinity with 134,281 pairs from IEDB (1) The peptide sequence is EKSYFAATQFEPLAA. The MHC is DRB1_1602 with pseudo-sequence DRB1_1602. The binding affinity (normalized) is 0.529. (2) The binding affinity (normalized) is 0.558. The MHC is DRB1_0405 with pseudo-sequence DRB1_0405. The peptide sequence is KAAVAAAASVPAADK. (3) The peptide sequence is DLDDEQEILNYMSPH. The MHC is DRB3_0101 with pseudo-sequence DRB3_0101. The binding affinity (normalized) is 0. (4) The peptide sequence is ELAAVSVDCSEYPKP. The MHC is DRB1_1101 with pseudo-sequence DRB1_1101. The binding affinity (normalized) is 0. (5) The peptide sequence is KAYQQGVTVDSI. The MHC is DRB1_1501 with pseudo-sequence DRB1_1501. The binding affinity (normalized) is 0.0318. (6) The peptide sequence is GELQIWDKIDAAFKI. The MHC is DRB1_1302 with pseudo-sequence DRB1_1302. The binding affinity (normalized) is 0.699.